Predict the product of the given reaction. From a dataset of Forward reaction prediction with 1.9M reactions from USPTO patents (1976-2016). (1) Given the reactants C(OC([N:8]1[CH2:13][CH2:12][CH:11]([C:14]2[C:22]3[C:17](=[CH:18][C:19]([F:23])=[CH:20][CH:21]=3)[N:16]([C:24]3[CH:29]=[CH:28][CH:27]=[CH:26][CH:25]=3)[C:15]=2[CH2:30][CH3:31])[CH2:10][CH2:9]1)=O)(C)(C)C.FC(F)(F)C(O)=O, predict the reaction product. The product is: [CH2:30]([C:15]1[N:16]([C:24]2[CH:29]=[CH:28][CH:27]=[CH:26][CH:25]=2)[C:17]2[C:22]([C:14]=1[CH:11]1[CH2:10][CH2:9][NH:8][CH2:13][CH2:12]1)=[CH:21][CH:20]=[C:19]([F:23])[CH:18]=2)[CH3:31]. (2) The product is: [CH2:19]([O:1][C:2]1[CH:3]=[C:4]2[C:8](=[CH:9][CH:10]=1)[NH:7][CH:6]=[CH:5]2)[CH:18]=[CH2:17]. Given the reactants [OH:1][C:2]1[CH:3]=[C:4]2[C:8](=[CH:9][CH:10]=1)[NH:7][CH:6]=[CH:5]2.C([O-])([O-])=O.[K+].[K+].[CH2:17](Br)[CH:18]=[CH2:19], predict the reaction product. (3) Given the reactants Cl[CH2:2][C:3]([C:5]1[C:6]([CH:14]([CH3:16])[CH3:15])=[N:7][N:8]2[CH:13]=[CH:12][CH:11]=[CH:10][C:9]=12)=O.[NH2:17][C:18]([NH2:20])=[S:19].CC(O)=O, predict the reaction product. The product is: [CH:14]([C:6]1[C:5]([C:3]2[NH:17][C:18](=[S:19])[NH:20][CH:2]=2)=[C:9]2[CH:10]=[CH:11][CH:12]=[CH:13][N:8]2[N:7]=1)([CH3:16])[CH3:15]. (4) Given the reactants F[C:2]1[CH:7]=[CH:6][CH:5]=[CH:4][C:3]=1[NH:8][C:9](=[S:35])[NH:10][C:11]1[CH:16]=[CH:15][C:14]([C:17]2[CH:25]=[C:24]3[C:20]([CH2:21][N:22]([C@@H:27]([CH:32]([CH3:34])[CH3:33])[C:28]([O:30][CH3:31])=[O:29])[C:23]3=[O:26])=[CH:19][CH:18]=2)=[CH:13][CH:12]=1.N[C:37]1C=CC(C2C=C3C(CN([C@@H](C(C)C)C(OC)=O)C3=O)=CC=2)=CC=1.CC1C=CC=CC=1N=C=S, predict the reaction product. The product is: [CH3:33][CH:32]([CH3:34])[C@H:27]([N:22]1[CH2:21][C:20]2[C:24](=[CH:25][C:17]([C:14]3[CH:15]=[CH:16][C:11]([NH:10][C:9]([NH:8][C:3]4[CH:4]=[CH:5][CH:6]=[CH:7][C:2]=4[CH3:37])=[S:35])=[CH:12][CH:13]=3)=[CH:18][CH:19]=2)[C:23]1=[O:26])[C:28]([O:30][CH3:31])=[O:29]. (5) Given the reactants [F:1][C:2]1[CH:3]=[C:4]([OH:8])[CH:5]=[CH:6][CH:7]=1.C([O-])([O-])=O.[Cs+].[Cs+].Br[CH:16]([CH3:22])[C:17]([O:19][CH2:20][CH3:21])=[O:18], predict the reaction product. The product is: [CH2:20]([O:19][C:17](=[O:18])[CH:16]([O:8][C:4]1[CH:5]=[CH:6][CH:7]=[C:2]([F:1])[CH:3]=1)[CH3:22])[CH3:21]. (6) The product is: [Br:36][CH:21]([C:25]1[CH:34]=[CH:33][C:28]([C:29]([O:31][CH3:32])=[O:30])=[CH:27][CH:26]=1)[CH2:22][CH2:23][CH3:24]. Given the reactants C1C=CC(P(C2C=CC=CC=2)C2C=CC=CC=2)=CC=1.O[CH:21]([C:25]1[CH:34]=[CH:33][C:28]([C:29]([O:31][CH3:32])=[O:30])=[CH:27][CH:26]=1)[CH2:22][CH2:23][CH3:24].C(Br)(Br)(Br)[Br:36], predict the reaction product.